From a dataset of Full USPTO retrosynthesis dataset with 1.9M reactions from patents (1976-2016). Predict the reactants needed to synthesize the given product. (1) Given the product [CH2:26]([N:3]([CH2:1][CH3:2])[C:4]([CH:6]1[C:18]2[C:17]3[C:12](=[CH:13][CH:14]=[CH:15][CH:16]=3)[N:11]([CH2:19][CH2:20][O:21][CH3:31])[C:10]=2[C:9]2[CH:22]=[CH:23][CH:24]=[CH:25][C:8]=2[S:7]1)=[O:5])[CH3:27], predict the reactants needed to synthesize it. The reactants are: [CH2:1]([N:3]([CH2:26][CH3:27])[C:4]([CH:6]1[C:18]2[C:17]3[C:12](=[CH:13][CH:14]=[CH:15][CH:16]=3)[N:11]([CH2:19][CH2:20][OH:21])[C:10]=2[C:9]2[CH:22]=[CH:23][CH:24]=[CH:25][C:8]=2[S:7]1)=[O:5])[CH3:2].[OH-].[K+].I[CH3:31]. (2) Given the product [Cl:17][C:6]1[CH:5]=[C:4]([CH:1]([CH3:3])[CH3:2])[C:13]2[C:8](=[N:9][CH:10]=[CH:11][CH:12]=2)[N:7]=1, predict the reactants needed to synthesize it. The reactants are: [CH:1]([C:4]1[C:13]2[C:8](=[N:9][CH:10]=[CH:11][CH:12]=2)[NH:7][C:6](=O)[CH:5]=1)([CH3:3])[CH3:2].O=P(Cl)(Cl)[Cl:17]. (3) Given the product [Br:19][C:12]1[C:13]([NH:15][CH2:16][C:17]#[CH:18])=[N:14][C:9]([NH:8][C:5]2[CH:6]=[CH:7][C:2]([NH:1][C:23]([NH:22][CH2:20][CH3:21])=[O:24])=[CH:3][CH:4]=2)=[N:10][CH:11]=1, predict the reactants needed to synthesize it. The reactants are: [NH2:1][C:2]1[CH:7]=[CH:6][C:5]([NH:8][C:9]2[N:14]=[C:13]([NH:15][CH2:16][C:17]#[CH:18])[C:12]([Br:19])=[CH:11][N:10]=2)=[CH:4][CH:3]=1.[CH2:20]([N:22]=[C:23]=[O:24])[CH3:21].